Task: Predict which catalyst facilitates the given reaction.. Dataset: Catalyst prediction with 721,799 reactions and 888 catalyst types from USPTO Reactant: Br[C:2]([F:18])([F:17])[C:3]([C:9]1[CH:14]=[CH:13][C:12]([NH2:15])=[C:11]([CH3:16])[CH:10]=1)([F:8])[C:4]([F:7])([F:6])[F:5].N(C(C)(C)C#N)=NC(C)(C)C#N.C([SnH](CCCC)CCCC)CCC. Product: [F:18][CH:2]([F:17])[C:3]([C:9]1[CH:14]=[CH:13][C:12]([NH2:15])=[C:11]([CH3:16])[CH:10]=1)([F:8])[C:4]([F:5])([F:6])[F:7]. The catalyst class is: 11.